Dataset: NCI-60 drug combinations with 297,098 pairs across 59 cell lines. Task: Regression. Given two drug SMILES strings and cell line genomic features, predict the synergy score measuring deviation from expected non-interaction effect. (1) Drug 1: C1C(C(OC1N2C=NC3=C(N=C(N=C32)Cl)N)CO)O. Drug 2: C1CN(CCN1C(=O)CCBr)C(=O)CCBr. Cell line: RXF 393. Synergy scores: CSS=0.0195, Synergy_ZIP=0.587, Synergy_Bliss=2.86, Synergy_Loewe=-1.30, Synergy_HSA=-0.912. (2) Drug 1: CS(=O)(=O)OCCCCOS(=O)(=O)C. Drug 2: CC1C(C(CC(O1)OC2CC(CC3=C2C(=C4C(=C3O)C(=O)C5=CC=CC=C5C4=O)O)(C(=O)C)O)N)O. Cell line: A549. Synergy scores: CSS=50.6, Synergy_ZIP=-1.36, Synergy_Bliss=-1.73, Synergy_Loewe=-45.2, Synergy_HSA=-0.199. (3) Drug 1: C1CCC(C1)C(CC#N)N2C=C(C=N2)C3=C4C=CNC4=NC=N3. Drug 2: C1=NC(=NC(=O)N1C2C(C(C(O2)CO)O)O)N. Cell line: IGROV1. Synergy scores: CSS=5.98, Synergy_ZIP=-2.30, Synergy_Bliss=3.71, Synergy_Loewe=3.36, Synergy_HSA=3.38. (4) Synergy scores: CSS=16.4, Synergy_ZIP=-8.27, Synergy_Bliss=-7.66, Synergy_Loewe=-4.10, Synergy_HSA=-3.52. Cell line: MCF7. Drug 2: C1C(C(OC1N2C=NC(=NC2=O)N)CO)O. Drug 1: C1CN1P(=S)(N2CC2)N3CC3. (5) Drug 1: CC12CCC3C(C1CCC2O)C(CC4=C3C=CC(=C4)O)CCCCCCCCCS(=O)CCCC(C(F)(F)F)(F)F. Drug 2: C#CCC(CC1=CN=C2C(=N1)C(=NC(=N2)N)N)C3=CC=C(C=C3)C(=O)NC(CCC(=O)O)C(=O)O. Cell line: PC-3. Synergy scores: CSS=19.0, Synergy_ZIP=-0.641, Synergy_Bliss=-4.86, Synergy_Loewe=-52.4, Synergy_HSA=-6.39. (6) Drug 1: CCC1(CC2CC(C3=C(CCN(C2)C1)C4=CC=CC=C4N3)(C5=C(C=C6C(=C5)C78CCN9C7C(C=CC9)(C(C(C8N6C=O)(C(=O)OC)O)OC(=O)C)CC)OC)C(=O)OC)O.OS(=O)(=O)O. Drug 2: C1=NNC2=C1C(=O)NC=N2. Cell line: NCI/ADR-RES. Synergy scores: CSS=-2.15, Synergy_ZIP=-0.809, Synergy_Bliss=-3.11, Synergy_Loewe=-2.15, Synergy_HSA=-3.26.